This data is from Full USPTO retrosynthesis dataset with 1.9M reactions from patents (1976-2016). The task is: Predict the reactants needed to synthesize the given product. (1) Given the product [F:10][C:11]1[CH:12]=[CH:13][C:14]([C:17]([C:27]2[CH:28]=[CH:29][C:30]([F:33])=[CH:31][CH:32]=2)([C:20]2[CH:25]=[CH:24][CH:23]=[C:22]([F:26])[CH:21]=2)[C:18]([NH2:19])=[O:8])=[CH:15][CH:16]=1, predict the reactants needed to synthesize it. The reactants are: S(=O)(=O)(O)O.C(O)(=[O:8])C.[F:10][C:11]1[CH:16]=[CH:15][C:14]([C:17]([C:27]2[CH:32]=[CH:31][C:30]([F:33])=[CH:29][CH:28]=2)([C:20]2[CH:25]=[CH:24][CH:23]=[C:22]([F:26])[CH:21]=2)[C:18]#[N:19])=[CH:13][CH:12]=1.[OH-].[NH4+]. (2) Given the product [Cl:31][C:2]1[N:3]=[CH:4][C:5]([C:8]([N:14]2[CH2:15][CH2:16][N:11]([C:17]([O:19][C:20]([CH3:23])([CH3:22])[CH3:21])=[O:18])[CH2:12][CH2:13]2)=[O:10])=[N:6][CH:7]=1, predict the reactants needed to synthesize it. The reactants are: O=[C:2]1[CH:7]=[N:6][C:5]([C:8]([OH:10])=O)=[CH:4][NH:3]1.[N:11]1([C:17]([O:19][C:20]([CH3:23])([CH3:22])[CH3:21])=[O:18])[CH2:16][CH2:15][NH:14][CH2:13][CH2:12]1.C(N(CC)CC)C.[ClH:31].